Dataset: Peptide-MHC class I binding affinity with 185,985 pairs from IEDB/IMGT. Task: Regression. Given a peptide amino acid sequence and an MHC pseudo amino acid sequence, predict their binding affinity value. This is MHC class I binding data. The peptide sequence is YLQLIFGIEV. The MHC is HLA-A02:01 with pseudo-sequence HLA-A02:01. The binding affinity (normalized) is 0.430.